Dataset: Forward reaction prediction with 1.9M reactions from USPTO patents (1976-2016). Task: Predict the product of the given reaction. (1) Given the reactants [CH3:1][N:2]([CH2:13][C:14]1[N:18]([CH2:19][CH2:20][CH:21]2[CH2:26][CH2:25][CH2:24][CH2:23][N:22]2C(OC(C)(C)C)=O)[C:17]2[CH:34]=[CH:35][CH:36]=[CH:37][C:16]=2[N:15]=1)[CH:3]1[C:12]2[N:11]=[CH:10][CH:9]=[CH:8][C:7]=2[CH2:6][CH2:5][CH2:4]1.Cl.O1CCOCC1, predict the reaction product. The product is: [CH3:1][N:2]([CH2:13][C:14]1[N:18]([CH2:19][CH2:20][CH:21]2[CH2:26][CH2:25][CH2:24][CH2:23][NH:22]2)[C:17]2[CH:34]=[CH:35][CH:36]=[CH:37][C:16]=2[N:15]=1)[CH:3]1[C:12]2[N:11]=[CH:10][CH:9]=[CH:8][C:7]=2[CH2:6][CH2:5][CH2:4]1. (2) The product is: [CH3:10][O:9][C:7]1[CH:8]=[C:3]([O:2][CH3:1])[N:4]=[C:5]([C:11]([C:13]2[CH:14]=[CH:13][CH:11]=[CH:5][C:14]=2[NH2:16])=[O:12])[N:6]=1. Given the reactants [CH3:1][O:2][C:3]1[CH:8]=[C:7]([O:9][CH3:10])[N:6]=[C:5]([C:11]([CH2:13][C:14]([NH:16]C2C=CC=CC=2)=O)=[O:12])[N:4]=1.Cl.[OH-].[Na+], predict the reaction product.